From a dataset of Full USPTO retrosynthesis dataset with 1.9M reactions from patents (1976-2016). Predict the reactants needed to synthesize the given product. Given the product [F:17][C:18]([F:37])([F:36])[S:19]([O:8][C:5]1[CH2:6][CH2:7][CH:3]([CH2:1][CH3:2])[CH:4]=1)(=[O:21])=[O:20], predict the reactants needed to synthesize it. The reactants are: [CH2:1]([CH:3]1[CH2:7][CH2:6][C:5](=[O:8])[CH2:4]1)[CH3:2].[Li+].CC([N-]C(C)C)C.[F:17][C:18]([F:37])([F:36])[S:19](N(C1C=CC=CC=1)[S:19]([C:18]([F:37])([F:36])[F:17])(=[O:21])=[O:20])(=[O:21])=[O:20].